Dataset: Reaction yield outcomes from USPTO patents with 853,638 reactions. Task: Predict the reaction yield, written as a fraction of the theoretical maximum amount of product (1.0 means a 100% yield; for example, 0.34 means a 34% yield). (1) The reactants are [Cl:1][C:2]1[C:3]([NH2:13])=[C:4]([NH:8][CH:9]2[CH2:12][CH2:11][CH2:10]2)[N:5]=[N:6][CH:7]=1.[CH:14](OCC)(OCC)OCC. No catalyst specified. The product is [Cl:1][C:2]1[C:3]2[N:13]=[CH:14][N:8]([CH:9]3[CH2:12][CH2:11][CH2:10]3)[C:4]=2[N:5]=[N:6][CH:7]=1. The yield is 0.540. (2) The reactants are [Cl:1][C:2]1[CH:7]=[CH:6][N:5]=[C:4]2[N:8]([CH2:11][O:12][CH2:13][CH2:14][Si:15]([CH3:18])([CH3:17])[CH3:16])[CH:9]=[CH:10][C:3]=12.C([Li])CCC.[I:24]I. The catalyst is O1CCCC1. The product is [Cl:1][C:2]1[CH:7]=[CH:6][N:5]=[C:4]2[N:8]([CH2:11][O:12][CH2:13][CH2:14][Si:15]([CH3:18])([CH3:17])[CH3:16])[C:9]([I:24])=[CH:10][C:3]=12. The yield is 0.970. (3) The reactants are [NH2:1][C:2]1[C:6]([C:7]([OH:9])=[O:8])=[CH:5][NH:4][N:3]=1.CN([CH:13]=[C:14]([CH:17]=O)[CH:15]=[O:16])C. The catalyst is Cl. The product is [CH:15]([C:14]1[CH:13]=[N:1][C:2]2[N:3]([N:4]=[CH:5][C:6]=2[C:7]([OH:9])=[O:8])[CH:17]=1)=[O:16]. The yield is 0.500. (4) The reactants are [OH:1][CH2:2][C:3]([CH3:8])([CH3:7])[C:4]([OH:6])=O.[Cl:9][C:10]1[CH:11]=[C:12]([NH:24][C:25]2[C:34]3[C:29](=[CH:30][CH:31]=[CH:32][C:33]=3[O:35][CH2:36][CH2:37][NH:38][CH3:39])[N:28]=[CH:27][N:26]=2)[CH:13]=[CH:14][C:15]=1[O:16][CH2:17][C:18]1[CH:23]=[CH:22][CH:21]=[CH:20][N:19]=1. No catalyst specified. The product is [Cl:9][C:10]1[CH:11]=[C:12]([NH:24][C:25]2[C:34]3[C:29](=[CH:30][CH:31]=[CH:32][C:33]=3[O:35][CH2:36][CH2:37][N:38]([CH3:39])[C:4](=[O:6])[C:3]([CH3:8])([CH3:7])[CH2:2][OH:1])[N:28]=[CH:27][N:26]=2)[CH:13]=[CH:14][C:15]=1[O:16][CH2:17][C:18]1[CH:23]=[CH:22][CH:21]=[CH:20][N:19]=1. The yield is 0.250. (5) The reactants are [CH3:1][C:2]1[CH:3]=[CH:4][C:5]2[O:9][CH:8]=[N:7][C:6]=2[CH:10]=1.[Br:11]N1C(=O)CCC1=O.N(C(C)(C)C#N)=NC(C)(C)C#N. The catalyst is C(Cl)(Cl)(Cl)Cl. The product is [Br:11][CH2:1][C:2]1[CH:3]=[CH:4][C:5]2[O:9][CH:8]=[N:7][C:6]=2[CH:10]=1. The yield is 0.390. (6) The reactants are [CH3:1][N:2]1[C:10]2[CH:9]3[CH2:11][CH2:12][CH:6]([CH2:7][CH2:8]3)[C:5]=2[C:4]([CH2:13][OH:14])=[N:3]1.CCOC(C)=O. The catalyst is ClC(Cl)C. The product is [CH3:1][N:2]1[C:10]2[CH:9]3[CH2:11][CH2:12][CH:6]([CH2:7][CH2:8]3)[C:5]=2[C:4]([CH:13]=[O:14])=[N:3]1. The yield is 0.710.